Dataset: Reaction yield outcomes from USPTO patents with 853,638 reactions. Task: Predict the reaction yield, written as a fraction of the theoretical maximum amount of product (1.0 means a 100% yield; for example, 0.34 means a 34% yield). The reactants are [N:1]1[C:10]2[C:5](=[CH:6][CH:7]=[CH:8][C:9]=2[C:11]([OH:13])=O)[CH:4]=[CH:3][CH:2]=1.C1N=CN(C(N2C=NC=C2)=O)C=1.[NH2:26][CH2:27][CH2:28][CH2:29][N:30]([CH3:47])[CH2:31][CH2:32][CH2:33][NH:34][C:35]1[N:36]=[N+:37]([O-:46])[C:38]2[CH:45]=[CH:44][CH:43]=[CH:42][C:39]=2[N+:40]=1[O-:41]. The catalyst is CN(C=O)C.C1C=CC=CC=1.C1COCC1. The product is [O-:46][N+:37]1[C:38]2[CH:45]=[CH:44][CH:43]=[CH:42][C:39]=2[N+:40]([O-:41])=[C:35]([NH:34][CH2:33][CH2:32][CH2:31][N:30]([CH3:47])[CH2:29][CH2:28][CH2:27][NH:26][C:11]([C:9]2[CH:8]=[CH:7][CH:6]=[C:5]3[C:10]=2[N:1]=[CH:2][CH:3]=[CH:4]3)=[O:13])[N:36]=1. The yield is 0.910.